The task is: Predict the product of the given reaction.. This data is from Forward reaction prediction with 1.9M reactions from USPTO patents (1976-2016). (1) The product is: [OH:28][C:22]1([C:18]2[CH:19]=[CH:20][CH:21]=[C:16]([O:15][CH3:14])[CH:17]=2)[CH2:27][CH2:26][CH2:25][N:24]([C:6]([C:5]2[CH:9]=[CH:10][CH:11]=[C:3]([C:2]([F:13])([F:12])[F:1])[CH:4]=2)=[O:7])[CH2:23]1. Given the reactants [F:1][C:2]([F:13])([F:12])[C:3]1[CH:4]=[C:5]([CH:9]=[CH:10][CH:11]=1)[C:6](Cl)=[O:7].[CH3:14][O:15][C:16]1[CH:17]=[C:18]([C:22]2([OH:28])[CH2:27][CH2:26][CH2:25][NH:24][CH2:23]2)[CH:19]=[CH:20][CH:21]=1, predict the reaction product. (2) Given the reactants [CH3:1][N:2]([CH3:14])[CH2:3][CH2:4][O:5][C:6]1[N:11]=[C:10]([NH2:12])[CH:9]=[C:8]([F:13])[N:7]=1.[CH3:15]N(C)CCO, predict the reaction product. The product is: [F:13][C:8]1[N:7]=[C:6]([O:5][C@@H:4]2[CH2:15][CH2:1][N:2]([CH3:14])[CH2:3]2)[N:11]=[C:10]([NH2:12])[CH:9]=1. (3) Given the reactants [N:1]1([CH2:6][C:7]2[CH:12]=[CH:11][C:10]([CH2:13]O)=[CH:9][CH:8]=2)[CH:5]=[CH:4][CH:3]=[N:2]1.[Cl:15][C:16]1[N:21]=[C:20]([Cl:22])[N:19]=[C:18]2[NH:23][N:24]=[CH:25][C:17]=12.C1(P(C2C=CC=CC=2)C2C=CC=CC=2)C=CC=CC=1.N(/C(OC(C)C)=O)=N\C(OC(C)C)=O, predict the reaction product. The product is: [N:1]1([CH2:6][C:7]2[CH:12]=[CH:11][C:10]([CH2:13][N:24]3[CH:25]=[C:17]4[C:18]([N:19]=[C:20]([Cl:22])[N:21]=[C:16]4[Cl:15])=[N:23]3)=[CH:9][CH:8]=2)[CH:5]=[CH:4][CH:3]=[N:2]1. (4) The product is: [CH3:1][C:2]1[N:3]=[CH:4][N:5]([C:8]2[CH:13]=[C:12]([C:14]([F:16])([F:17])[F:15])[CH:11]=[C:10]([N+:18]([O-:20])=[O:19])[CH:9]=2)[CH:6]=1. Given the reactants [CH3:1][C:2]1[N:3]=[CH:4][NH:5][CH:6]=1.F[C:8]1[CH:13]=[C:12]([C:14]([F:17])([F:16])[F:15])[CH:11]=[C:10]([N+:18]([O-:20])=[O:19])[CH:9]=1.C([O-])([O-])=O.[Cs+].[Cs+], predict the reaction product. (5) The product is: [Cl:20][CH2:19][CH2:18][CH2:17][C:16]([C:13]1[CH:12]=[CH:11][C:10]([C:7]([CH3:9])([CH3:8])[C:2]([OH:4])=[O:3])=[CH:15][CH:14]=1)=[O:21]. Given the reactants [Mg].[C:2](=[O:4])=[O:3].Cl.Br[C:7]([C:10]1[CH:15]=[CH:14][C:13]([C:16](=[O:21])[CH2:17][CH2:18][CH2:19][Cl:20])=[CH:12][CH:11]=1)([CH3:9])[CH3:8].ClC(C1C=CC(C(=O)CCCCl)=CC=1)(C)C, predict the reaction product. (6) Given the reactants C[O:2][C:3](=[O:37])[C:4]1[CH:9]=[CH:8][C:7]([C:10]2[C:19]3[C:14](=[CH:15][CH:16]=[C:17]([Cl:20])[CH:18]=3)[C:13](=[O:21])[N:12]([CH2:22][C:23]3[CH:28]=[CH:27][C:26]([S:29]([CH3:32])(=[O:31])=[O:30])=[CH:25][CH:24]=3)[C:11]=2[C:33](=[O:36])[CH2:34][CH3:35])=[CH:6][CH:5]=1.[OH-].[Na+].Cl, predict the reaction product. The product is: [Cl:20][C:17]1[CH:18]=[C:19]2[C:14](=[CH:15][CH:16]=1)[C:13](=[O:21])[N:12]([CH2:22][C:23]1[CH:24]=[CH:25][C:26]([S:29]([CH3:32])(=[O:31])=[O:30])=[CH:27][CH:28]=1)[C:11]([C:33](=[O:36])[CH2:34][CH3:35])=[C:10]2[C:7]1[CH:6]=[CH:5][C:4]([C:3]([OH:37])=[O:2])=[CH:9][CH:8]=1. (7) Given the reactants C([O:4][CH2:5][C:6](=[O:30])[NH:7][C:8]1[S:9][C:10]([C:13]2[CH:18]=[CH:17][CH:16]=[C:15]([NH:19][C:20]3[N:25]=[C:24]([C:26]([F:29])([F:28])[F:27])[CH:23]=[CH:22][N:21]=3)[CH:14]=2)=[CH:11][N:12]=1)(=O)C.C(=O)([O-])[O-].[K+].[K+], predict the reaction product. The product is: [OH:4][CH2:5][C:6]([NH:7][C:8]1[S:9][C:10]([C:13]2[CH:18]=[CH:17][CH:16]=[C:15]([NH:19][C:20]3[N:25]=[C:24]([C:26]([F:27])([F:28])[F:29])[CH:23]=[CH:22][N:21]=3)[CH:14]=2)=[CH:11][N:12]=1)=[O:30]. (8) The product is: [CH3:17][O:16][C:13]1[CH:12]=[C:11]2[C:10]([CH:3]([C:1]#[N:2])[CH2:4][C:5](=[O:6])[NH:18]2)=[CH:15][CH:14]=1. Given the reactants [C:1]([CH:3]([C:10]1[CH:15]=[CH:14][C:13]([O:16][CH3:17])=[CH:12][C:11]=1[N+:18]([O-])=O)[CH2:4][C:5](OCC)=[O:6])#[N:2].Cl.CO, predict the reaction product. (9) Given the reactants [CH3:1][O:2][C:3]([C:5]1([CH2:31][O:32]C)[CH2:9][CH2:8][N:7]([C:10](=[O:30])[CH2:11][N:12]2[CH2:17][CH:16]=[C:15]([C:18]3[CH:23]=[CH:22][C:21]([C:24]4[N:29]=[CH:28][CH:27]=[CH:26][N:25]=4)=[CH:20][CH:19]=3)[CH2:14][CH2:13]2)[CH2:6]1)=O.[OH-].[Na+].Cl.[CH:37]1([C:40]2[CH:45]=[C:44]([C:46]3[C:54]4[C:49](=[CH:50][CH:51]=[C:52]([NH2:55])[CH:53]=4)[N:48]([C:56]([C:69]4[CH:74]=[CH:73][CH:72]=[CH:71][CH:70]=4)([C:63]4[CH:68]=[CH:67][CH:66]=[CH:65][CH:64]=4)[C:57]4[CH:62]=[CH:61][CH:60]=[CH:59][CH:58]=4)[N:47]=3)[CH:43]=[CH:42][N:41]=2)[CH2:39][CH2:38]1.CN(C(ON1N=NC2C=CC=NC1=2)=[N+](C)C)C.F[P-](F)(F)(F)(F)F.C(N(CC)CC)C, predict the reaction product. The product is: [CH:37]1([C:40]2[CH:45]=[C:44]([C:46]3[C:54]4[C:49](=[CH:50][CH:51]=[C:52]([NH:55][C:31]([C:5]5([CH2:3][O:2][CH3:1])[CH2:9][CH2:8][N:7]([C:10](=[O:30])[CH2:11][N:12]6[CH2:17][CH:16]=[C:15]([C:18]7[CH:19]=[CH:20][C:21]([C:24]8[N:29]=[CH:28][CH:27]=[CH:26][N:25]=8)=[CH:22][CH:23]=7)[CH2:14][CH2:13]6)[CH2:6]5)=[O:32])[CH:53]=4)[N:48]([C:56]([C:57]4[CH:62]=[CH:61][CH:60]=[CH:59][CH:58]=4)([C:69]4[CH:70]=[CH:71][CH:72]=[CH:73][CH:74]=4)[C:63]4[CH:68]=[CH:67][CH:66]=[CH:65][CH:64]=4)[N:47]=3)[CH:43]=[CH:42][N:41]=2)[CH2:38][CH2:39]1.